This data is from Peptide-MHC class I binding affinity with 185,985 pairs from IEDB/IMGT. The task is: Regression. Given a peptide amino acid sequence and an MHC pseudo amino acid sequence, predict their binding affinity value. This is MHC class I binding data. (1) The peptide sequence is RFSFNCSMK. The MHC is HLA-A01:01 with pseudo-sequence HLA-A01:01. The binding affinity (normalized) is 0.0847. (2) The peptide sequence is LPIRTTRHF. The MHC is HLA-B35:01 with pseudo-sequence HLA-B35:01. The binding affinity (normalized) is 0.936. (3) The peptide sequence is WPINEGIMAV. The MHC is HLA-B51:01 with pseudo-sequence HLA-B51:01. The binding affinity (normalized) is 0.360. (4) The peptide sequence is TVEFDRDKV. The MHC is HLA-A02:01 with pseudo-sequence HLA-A02:01. The binding affinity (normalized) is 0.0512. (5) The MHC is HLA-B07:02 with pseudo-sequence HLA-B07:02. The peptide sequence is HTQGYFPDW. The binding affinity (normalized) is 0. (6) The MHC is HLA-B58:01 with pseudo-sequence HLA-B58:01. The peptide sequence is SVMPAWQEK. The binding affinity (normalized) is 0.0847. (7) The peptide sequence is KAAFDLSHFL. The MHC is HLA-A32:01 with pseudo-sequence HLA-A32:01. The binding affinity (normalized) is 0. (8) The binding affinity (normalized) is 0. The peptide sequence is ISDSNPYLTQW. The MHC is Mamu-B8301 with pseudo-sequence Mamu-B8301. (9) The peptide sequence is KLGDQFGRK. The MHC is HLA-B27:05 with pseudo-sequence HLA-B27:05. The binding affinity (normalized) is 0.0847.